From a dataset of Reaction yield outcomes from USPTO patents with 853,638 reactions. Predict the reaction yield, written as a fraction of the theoretical maximum amount of product (1.0 means a 100% yield; for example, 0.34 means a 34% yield). The reactants are [CH3:1][CH:2]1[C:7]2[N:8]=[C:9](S(C)(=O)=O)[N:10]=[CH:11][C:6]=2[CH2:5][N:4]([C:16]([O:18][C:19]([CH3:22])([CH3:21])[CH3:20])=[O:17])[CH2:3]1.[NH:23]1[CH2:27][CH2:26][CH2:25][CH2:24]1. The catalyst is C(O)(C)(C)C. The product is [CH3:1][CH:2]1[C:7]2[N:8]=[C:9]([N:23]3[CH2:27][CH2:26][CH2:25][CH2:24]3)[N:10]=[CH:11][C:6]=2[CH2:5][N:4]([C:16]([O:18][C:19]([CH3:22])([CH3:21])[CH3:20])=[O:17])[CH2:3]1. The yield is 0.780.